The task is: Predict which catalyst facilitates the given reaction.. This data is from Catalyst prediction with 721,799 reactions and 888 catalyst types from USPTO. (1) Product: [Br:1][C:2]1[CH:3]=[C:4]([CH2:24][CH:25]([F:30])[C:26]([O:28][CH3:29])=[O:27])[CH:5]=[C:6]([Br:23])[C:7]=1[O:8][C:9]1[CH:14]=[CH:13][C:12]([NH:15][C:16](=[O:19])[CH2:17][S:39]([CH3:38])(=[O:41])=[O:40])=[C:11]([N+:20]([O-:22])=[O:21])[CH:10]=1. The catalyst class is: 9. Reactant: [Br:1][C:2]1[CH:3]=[C:4]([CH2:24][CH:25]([F:30])[C:26]([O:28][CH3:29])=[O:27])[CH:5]=[C:6]([Br:23])[C:7]=1[O:8][C:9]1[CH:14]=[CH:13][C:12]([NH:15][C:16](=[O:19])[CH2:17]Cl)=[C:11]([N+:20]([O-:22])=[O:21])[CH:10]=1.C(=O)([O-])[O-].[K+].[K+].[Na+].[CH3:38][S:39]([O-:41])=[O:40]. (2) Reactant: [NH2:1][CH2:2][CH2:3][CH2:4][OH:5].C[O:7][C:8](=[O:18])[CH2:9][C:10]1[CH:15]=[CH:14][CH:13]=[C:12]([CH2:16]Br)[CH:11]=1.C(=O)([O-])[O-].[K+].[K+].[C:25]([O:29][C:30](O[C:30]([O:29][C:25]([CH3:28])([CH3:27])[CH3:26])=[O:31])=[O:31])([CH3:28])([CH3:27])[CH3:26]. Product: [C:25]([O:29][C:30]([N:1]([CH2:16][C:12]1[CH:11]=[C:10]([CH2:9][C:8]([OH:7])=[O:18])[CH:15]=[CH:14][CH:13]=1)[CH2:2][CH2:3][CH2:4][OH:5])=[O:31])([CH3:28])([CH3:27])[CH3:26]. The catalyst class is: 35. (3) Reactant: C([Li])CCC.CC(C)=O.C(=O)=O.Br[C:14]1[CH:32]=[CH:31][C:17]([N:18]([C:25]2[CH:30]=[CH:29][CH:28]=[CH:27][CH:26]=2)[C:19]2[CH:24]=[CH:23][CH:22]=[CH:21][CH:20]=2)=[CH:16][CH:15]=1.C(O[B:37]1[O:41][C:40]([CH3:43])([CH3:42])[C:39]([CH3:45])([CH3:44])[O:38]1)(C)C. Product: [C:19]1([N:18]([C:25]2[CH:30]=[CH:29][CH:28]=[CH:27][CH:26]=2)[C:17]2[CH:31]=[CH:32][C:14]([B:37]3[O:41][C:40]([CH3:43])([CH3:42])[C:39]([CH3:45])([CH3:44])[O:38]3)=[CH:15][CH:16]=2)[CH:24]=[CH:23][CH:22]=[CH:21][CH:20]=1. The catalyst class is: 1. (4) Reactant: [Br:1][C:2]1[CH:10]=[CH:9][C:8]2[NH:7][C:6]3[CH2:11][CH2:12][N:13]([C:15]([O:17][C:18]([CH3:21])([CH3:20])[CH3:19])=[O:16])[CH2:14][C:5]=3[C:4]=2[CH:3]=1.[H-].[Na+].[CH3:24]I. Product: [Br:1][C:2]1[CH:10]=[CH:9][C:8]2[N:7]([CH3:24])[C:6]3[CH2:11][CH2:12][N:13]([C:15]([O:17][C:18]([CH3:21])([CH3:20])[CH3:19])=[O:16])[CH2:14][C:5]=3[C:4]=2[CH:3]=1. The catalyst class is: 3. (5) Reactant: [C:1]([C:3]1[CH:4]=[C:5]([C:9]2[C@:10]3([CH2:26][CH2:25][C@H:24]4[C@@H:15]([CH2:16][CH2:17][C:18]5[CH:19]=[C:20]([C:27]([O:29]C)=[O:28])[CH:21]=[CH:22][C:23]=54)[C@@H:12]3[CH2:13][CH:14]=2)[CH3:11])[CH:6]=[N:7][CH:8]=1)#[N:2].[OH-].[Li+]. Product: [C:1]([C:3]1[CH:4]=[C:5]([C:9]2[C@:10]3([CH2:26][CH2:25][C@H:24]4[C@@H:15]([CH2:16][CH2:17][C:18]5[CH:19]=[C:20]([C:27]([OH:29])=[O:28])[CH:21]=[CH:22][C:23]=54)[C@@H:12]3[CH2:13][CH:14]=2)[CH3:11])[CH:6]=[N:7][CH:8]=1)#[N:2]. The catalyst class is: 36. (6) Reactant: [CH3:1][O:2][C:3](=[O:22])[CH2:4][C:5]1[CH:10]=[C:9]([O:11][CH3:12])[C:8]([O:13][Si](C(C)(C)C)(C)C)=[C:7](Br)[CH:6]=1.C1(P(C2CCCCC2)C2C=CC=CC=2C2C(OC)=CC=CC=2OC)CCCCC1.P([O-])([O-])([O-])=O.[K+].[K+].[K+].[CH2:60]([C:62]([OH:94])([CH2:92][CH3:93])/[CH:63]=[CH:64]/[C:65]1[CH:70]=[CH:69][C:68]([C:71]([CH2:89][CH3:90])([C:74]2[CH:79]=[CH:78][C:77](B3OC(C)(C)C(C)(C)O3)=[CH:76][CH:75]=2)[CH2:72][CH3:73])=[CH:67][C:66]=1[CH3:91])[CH3:61].C(=O)(O)[O-].[Na+]. Product: [CH3:1][O:2][C:3](=[O:22])[CH2:4][C:5]1[CH:6]=[C:7]([C:77]2[CH:76]=[CH:75][C:74]([C:71]([CH2:89][CH3:90])([C:68]3[CH:69]=[CH:70][C:65](/[CH:64]=[CH:63]/[C:62]([CH2:92][CH3:93])([OH:94])[CH2:60][CH3:61])=[C:66]([CH3:91])[CH:67]=3)[CH2:72][CH3:73])=[CH:79][CH:78]=2)[C:8]([OH:13])=[C:9]([O:11][CH3:12])[CH:10]=1. The catalyst class is: 493.